Dataset: Catalyst prediction with 721,799 reactions and 888 catalyst types from USPTO. Task: Predict which catalyst facilitates the given reaction. Reactant: [Br:1]N1C(=O)CCC1=O.[OH:9][C:10]1[CH:19]=[C:18]([OH:20])[C:17]2[C:12](=[CH:13][CH:14]=[CH:15][CH:16]=2)[N:11]=1. The catalyst class is: 2. Product: [Br:1][C:19]1[C:10](=[O:9])[NH:11][C:12]2[C:17]([C:18]=1[OH:20])=[CH:16][CH:15]=[CH:14][CH:13]=2.